This data is from NCI-60 drug combinations with 297,098 pairs across 59 cell lines. The task is: Regression. Given two drug SMILES strings and cell line genomic features, predict the synergy score measuring deviation from expected non-interaction effect. (1) Drug 1: CN(C)N=NC1=C(NC=N1)C(=O)N. Drug 2: COC1=NC(=NC2=C1N=CN2C3C(C(C(O3)CO)O)O)N. Cell line: ACHN. Synergy scores: CSS=0.797, Synergy_ZIP=-5.36, Synergy_Bliss=-2.40, Synergy_Loewe=-5.15, Synergy_HSA=-2.40. (2) Drug 1: CCCCCOC(=O)NC1=NC(=O)N(C=C1F)C2C(C(C(O2)C)O)O. Drug 2: CC12CCC3C(C1CCC2O)C(CC4=C3C=CC(=C4)O)CCCCCCCCCS(=O)CCCC(C(F)(F)F)(F)F. Cell line: OVCAR-8. Synergy scores: CSS=-5.42, Synergy_ZIP=3.83, Synergy_Bliss=3.53, Synergy_Loewe=-2.70, Synergy_HSA=-2.70.